This data is from Reaction yield outcomes from USPTO patents with 853,638 reactions. The task is: Predict the reaction yield, written as a fraction of the theoretical maximum amount of product (1.0 means a 100% yield; for example, 0.34 means a 34% yield). (1) The reactants are F[C:2]1[CH:3]=[CH:4][C:5]([N+:9]([O-:11])=[O:10])=[C:6]([CH3:8])[CH:7]=1.[F:12][C:13]1[CH:14]=[CH:15][C:16]([OH:21])=[C:17]([CH:20]=1)[C:18]#[N:19].C(=O)([O-])[O-].[K+].[K+].O. The catalyst is CN(C)C(=O)C. The product is [F:12][C:13]1[CH:14]=[CH:15][C:16]([O:21][C:3]2[CH:2]=[CH:7][C:6]([CH3:8])=[C:5]([N+:9]([O-:11])=[O:10])[CH:4]=2)=[C:17]([CH:20]=1)[C:18]#[N:19]. The yield is 0.900. (2) The reactants are [C:1]([N:4]1[CH2:12][CH2:11][CH:7]([C:8](Cl)=[O:9])[CH2:6][CH2:5]1)(=[O:3])[CH3:2].[Cl-].[Cl-].[Cl-].[Al+3].[F:17][C:18]1[CH:23]=[CH:22][CH:21]=[CH:20][CH:19]=1. No catalyst specified. The product is [F:17][C:18]1[CH:23]=[CH:22][C:21]([C:8]([CH:7]2[CH2:11][CH2:12][N:4]([C:1](=[O:3])[CH3:2])[CH2:5][CH2:6]2)=[O:9])=[CH:20][CH:19]=1. The yield is 0.500. (3) The reactants are [Cl:1][C:2]1[CH:3]=[C:4]2[C:8](=[C:9]([NH:11][CH:12]3[CH2:16][CH2:15][CH2:14][CH2:13]3)[CH:10]=1)[NH:7][C:6]([C:17]1[S:18][CH2:19][C@@H:20]([CH2:22][C:23](O)=[O:24])[N:21]=1)=[CH:5]2.C(N(CC)CC)C.C(Cl)(=O)C(C)C.[BH4-].[Na+]. The catalyst is C(Cl)Cl. The product is [Cl:1][C:2]1[CH:3]=[C:4]2[C:8](=[C:9]([NH:11][CH:12]3[CH2:16][CH2:15][CH2:14][CH2:13]3)[CH:10]=1)[NH:7][C:6]([C:17]1[S:18][CH2:19][C@@H:20]([CH2:22][CH2:23][OH:24])[N:21]=1)=[CH:5]2. The yield is 0.720. (4) The reactants are [H-].[Na+].[Cl:3][C:4]1[CH:9]=[CH:8][C:7]([CH:10]([OH:24])[CH:11]2[CH2:16][CH2:15][N:14]([C:17]([O:19][C:20]([CH3:23])([CH3:22])[CH3:21])=[O:18])[CH2:13][CH2:12]2)=[CH:6][CH:5]=1.I[CH2:26][CH3:27]. The catalyst is C1COCC1. The product is [Cl:3][C:4]1[CH:5]=[CH:6][C:7]([CH:10]([O:24][CH2:26][CH3:27])[CH:11]2[CH2:12][CH2:13][N:14]([C:17]([O:19][C:20]([CH3:21])([CH3:23])[CH3:22])=[O:18])[CH2:15][CH2:16]2)=[CH:8][CH:9]=1. The yield is 0.820. (5) The reactants are [Cl:1][C:2]1[N:7]=[C:6]([NH:8]C(=O)C(C)(C)C)[C:5]([I:15])=[CH:4][CH:3]=1. The yield is 0.970. The catalyst is Cl.CO. The product is [Cl:1][C:2]1[N:7]=[C:6]([NH2:8])[C:5]([I:15])=[CH:4][CH:3]=1. (6) The reactants are [C:1](Cl)([C:14]1[CH:19]=[CH:18][CH:17]=[CH:16][CH:15]=1)([C:8]1[CH:13]=[CH:12][CH:11]=[CH:10][CH:9]=1)[C:2]1[CH:7]=[CH:6][CH:5]=[CH:4][CH:3]=1.CCN(CC)CC.[CH3:28][C:29]1[N:30]=[CH:31][NH:32][CH:33]=1.[NH4+].[Cl-]. The catalyst is CN(C1C=CN=CC=1)C.C(Cl)Cl.CN(C=O)C. The product is [CH3:28][C:29]1[N:30]=[CH:31][N:32]([C:1]([C:14]2[CH:19]=[CH:18][CH:17]=[CH:16][CH:15]=2)([C:8]2[CH:13]=[CH:12][CH:11]=[CH:10][CH:9]=2)[C:2]2[CH:7]=[CH:6][CH:5]=[CH:4][CH:3]=2)[CH:33]=1. The yield is 0.760. (7) The reactants are [C:1]([O:5][C:6]([NH:8][C@H:9]1[CH2:14][NH:13][C@@H:12]([CH2:15][C:16]([O:18][CH2:19][CH3:20])=[O:17])[CH2:11][CH2:10]1)=[O:7])([CH3:4])([CH3:3])[CH3:2].C(N(CC)C(C)C)(C)C.[CH2:30](Br)[C:31]1[CH:36]=[CH:35][CH:34]=[CH:33][CH:32]=1. The catalyst is C(#N)C. The product is [CH2:30]([N:13]1[CH2:14][C@H:9]([NH:8][C:6]([O:5][C:1]([CH3:4])([CH3:3])[CH3:2])=[O:7])[CH2:10][CH2:11][C@@H:12]1[CH2:15][C:16]([O:18][CH2:19][CH3:20])=[O:17])[C:31]1[CH:36]=[CH:35][CH:34]=[CH:33][CH:32]=1. The yield is 0.820. (8) The reactants are Cl.[Br:2][C:3]1[CH:11]=[CH:10][C:6]([C:7]([NH2:9])=[NH:8])=[C:5]([F:12])[CH:4]=1.C(=O)([O-])O.[K+].O.Br[CH2:20][C:21]([C:23]1[N:24]([CH:28]([CH3:30])[CH3:29])[N:25]=[CH:26][N:27]=1)=O. The catalyst is C1COCC1. The product is [Br:2][C:3]1[CH:11]=[CH:10][C:6]([C:7]2[NH:9][CH:20]=[C:21]([C:23]3[N:24]([CH:28]([CH3:30])[CH3:29])[N:25]=[CH:26][N:27]=3)[N:8]=2)=[C:5]([F:12])[CH:4]=1. The yield is 0.740. (9) The reactants are [NH2:1][C:2]1[CH:7]=[CH:6][C:5]([Br:8])=[CH:4][C:3]=1[C:9]([F:12])([F:11])[F:10].CCN(CC)CC.[CH3:20][S:21](Cl)(=[O:23])=[O:22]. The catalyst is C(Cl)Cl.O. The product is [Br:8][C:5]1[CH:6]=[CH:7][C:2]([NH:1][S:21]([CH3:20])(=[O:23])=[O:22])=[C:3]([C:9]([F:12])([F:10])[F:11])[CH:4]=1. The yield is 0.310. (10) The reactants are [C:1]([O:9]CC)(=O)[CH2:2][C:3]([O:5][CH2:6][CH3:7])=[O:4].CC[O-].[Na+].C([O:18][C:19]([C:21]1[C:22]([CH3:30])=[N:23][N:24]([CH:27]([CH3:29])[CH3:28])[C:25]=1[NH2:26])=O)C. The catalyst is CCO. The product is [CH2:6]([O:5][C:3]([C:2]1[C:1](=[O:9])[NH:26][C:25]2[N:24]([CH:27]([CH3:28])[CH3:29])[N:23]=[C:22]([CH3:30])[C:21]=2[C:19]=1[OH:18])=[O:4])[CH3:7]. The yield is 0.540.